Dataset: Catalyst prediction with 721,799 reactions and 888 catalyst types from USPTO. Task: Predict which catalyst facilitates the given reaction. (1) Reactant: [OH:1][CH2:2][CH2:3][C@@H:4]([NH:25][C:26](=[O:32])[O:27][C:28]([CH3:31])([CH3:30])[CH3:29])[C:5]([N:7]1[CH2:24][CH2:23][CH2:22][C@:9]2([C:13](=[O:14])[N:12]([CH3:15])[CH2:11][C@H:10]2[C:16]2[CH:21]=[CH:20][CH:19]=[CH:18][CH:17]=2)[CH2:8]1)=[O:6].[C:33]1(O)[CH:38]=[CH:37][CH:36]=[CH:35][CH:34]=1.C1(P(C2C=CC=CC=2)C2C=CC=CC=2)C=CC=CC=1.N(C(OC(C)C)=O)=NC(OC(C)C)=O. The catalyst class is: 1. Product: [CH3:15][N:12]1[CH2:11][C@@H:10]([C:16]2[CH:21]=[CH:20][CH:19]=[CH:18][CH:17]=2)[C@@:9]2([CH2:22][CH2:23][CH2:24][N:7]([C:5](=[O:6])[C@H:4]([NH:25][C:26](=[O:32])[O:27][C:28]([CH3:29])([CH3:31])[CH3:30])[CH2:3][CH2:2][O:1][C:33]3[CH:38]=[CH:37][CH:36]=[CH:35][CH:34]=3)[CH2:8]2)[C:13]1=[O:14]. (2) Reactant: C(OC(=O)[NH:7][C:8]1[CH:13]=[C:12]([CH3:14])[C:11]([C:15]([F:18])([F:17])[F:16])=[CH:10][C:9]=1[NH:19][C:20](=[O:32])[CH2:21][C:22]([C:24]1[CH:29]=[CH:28][N:27]=[C:26]([C:30]#[N:31])[CH:25]=1)=O)(C)(C)C.C(O)(C(F)(F)F)=O. Product: [CH3:14][C:12]1[C:11]([C:15]([F:18])([F:17])[F:16])=[CH:10][C:9]2[NH:19][C:20](=[O:32])[CH2:21][C:22]([C:24]3[CH:29]=[CH:28][N:27]=[C:26]([C:30]#[N:31])[CH:25]=3)=[N:7][C:8]=2[CH:13]=1. The catalyst class is: 2. (3) The catalyst class is: 486. Reactant: Cl[C:2]1[CH:7]=[CH:6][C:5]([CH3:8])=[CH:4][N:3]=1.O.[NH2:10][NH2:11]. Product: [NH:10]([C:2]1[CH:7]=[CH:6][C:5]([CH3:8])=[CH:4][N:3]=1)[NH2:11]. (4) Reactant: [O:1]1[CH2:6][CH2:5][N:4]([C:7]2[CH:8]=[C:9]([NH:16][C:17](=[O:19])[CH3:18])[CH:10]=[C:11]([N+:13]([O-])=O)[CH:12]=2)[CH2:3][CH2:2]1. Product: [NH2:13][C:11]1[CH:10]=[C:9]([NH:16][C:17](=[O:19])[CH3:18])[CH:8]=[C:7]([N:4]2[CH2:5][CH2:6][O:1][CH2:2][CH2:3]2)[CH:12]=1. The catalyst class is: 43. (5) Reactant: [CH:1]1([C:7]([OH:9])=[O:8])[CH2:6][CH2:5][CH2:4][CH2:3][CH2:2]1.N1C=CC=CC=1.[CH:16]1([C:22](Cl)=[O:23])[CH2:21][CH2:20][CH2:19][CH2:18][CH2:17]1. Product: [CH:1]1([C:7]([O:9][C:22]([CH:16]2[CH2:21][CH2:20][CH2:19][CH2:18][CH2:17]2)=[O:23])=[O:8])[CH2:6][CH2:5][CH2:4][CH2:3][CH2:2]1. The catalyst class is: 28. (6) Reactant: [CH2:1]([N:3]1[C:7]2=[N:8][C:9]([CH2:49][CH3:50])=[C:10]([CH2:19][NH:20][C:21]([C:23]3[CH:28]=[CH:27][CH:26]=[C:25]([C:29]([NH:31][CH2:32][C:33]4[CH:34]=[C:35]([C:41]5[CH:46]=[CH:45][CH:44]=[C:43]([CH:47]=O)[CH:42]=5)[CH:36]=[CH:37][C:38]=4[O:39][CH3:40])=[O:30])[CH:24]=3)=[O:22])[C:11]([NH:12][CH:13]3[CH2:18][CH2:17][O:16][CH2:15][CH2:14]3)=[C:6]2[CH:5]=[N:4]1)[CH3:2].[CH3:51][C@@H:52]1[CH2:57][NH:56][CH2:55][C@H:54]([CH3:58])[NH:53]1.C(O[BH-](OC(=O)C)OC(=O)C)(=O)C.[Na+].CC(O)=O. Product: [CH2:1]([N:3]1[C:7]2=[N:8][C:9]([CH2:49][CH3:50])=[C:10]([CH2:19][NH:20][C:21]([C:23]3[CH:28]=[CH:27][CH:26]=[C:25]([C:29]([NH:31][CH2:32][C:33]4[CH:34]=[C:35]([C:41]5[CH:46]=[CH:45][CH:44]=[C:43]([CH2:47][N:56]6[CH2:55][C@H:54]([CH3:58])[NH:53][C@H:52]([CH3:51])[CH2:57]6)[CH:42]=5)[CH:36]=[CH:37][C:38]=4[O:39][CH3:40])=[O:30])[CH:24]=3)=[O:22])[C:11]([NH:12][CH:13]3[CH2:14][CH2:15][O:16][CH2:17][CH2:18]3)=[C:6]2[CH:5]=[N:4]1)[CH3:2]. The catalyst class is: 2. (7) Reactant: [CH3:1][N:2]1[C:8]2[CH:9]=[CH:10][CH:11]=[CH:12][C:7]=2[C:6]([C:13]2[CH:18]=[CH:17][CH:16]=[CH:15][CH:14]=2)=[N:5][CH:4]([NH:19][C:20](=[O:32])[CH2:21][CH2:22][CH2:23][CH2:24][CH2:25][CH2:26][C:27]([O:29]CC)=[O:28])[C:3]1=[O:33].[OH-].[Na+].[NH4+].[Cl-]. Product: [CH3:1][N:2]1[C:8]2[CH:9]=[CH:10][CH:11]=[CH:12][C:7]=2[C:6]([C:13]2[CH:18]=[CH:17][CH:16]=[CH:15][CH:14]=2)=[N:5][CH:4]([NH:19][C:20](=[O:32])[CH2:21][CH2:22][CH2:23][CH2:24][CH2:25][CH2:26][C:27]([OH:29])=[O:28])[C:3]1=[O:33]. The catalyst class is: 87. (8) Product: [Br:1][C:2]1[CH:11]=[C:10]2[C:5]([C:6](=[O:34])[N:7]3[CH2:15][CH:14]([CH3:16])[NH:13][CH2:12][C:8]3=[N:9]2)=[CH:4][CH:3]=1. The catalyst class is: 34. Reactant: [Br:1][C:2]1[CH:11]=[C:10]2[C:5]([C:6](=[O:34])[N:7]3[CH2:15][CH:14]([CH3:16])[N:13](C(OCC4C5C=CC=CC=5C5C4=CC=CC=5)=O)[CH2:12][C:8]3=[N:9]2)=[CH:4][CH:3]=1.N1CCCCC1. (9) Reactant: C(=O)([O-])[O-].[Ca+2:5].[NH2:6][C@H:7]([C:12]([OH:14])=[O:13])[CH2:8][C:9]([OH:11])=[O:10]. Product: [Ca:5].[NH2:6][C@H:7]([C:12]([OH:14])=[O:13])[CH2:8][C:9]([OH:11])=[O:10]. The catalyst class is: 6.